This data is from Full USPTO retrosynthesis dataset with 1.9M reactions from patents (1976-2016). The task is: Predict the reactants needed to synthesize the given product. (1) Given the product [O:25]([C:10]1[CH:9]=[CH:8][C:4]2[N:5]=[CH:6][N:7]=[C:2]([NH:13][C:14]3[S:15][CH:16]=[CH:17][N:18]=3)[C:3]=2[N:11]=1)[C:19]1[CH:24]=[CH:23][CH:22]=[CH:21][CH:20]=1, predict the reactants needed to synthesize it. The reactants are: Cl[C:2]1[C:3]2[N:11]=[C:10](Cl)[CH:9]=[CH:8][C:4]=2[N:5]=[CH:6][N:7]=1.[NH2:13][C:14]1[S:15][CH:16]=[CH:17][N:18]=1.[C:19]1([OH:25])[CH:24]=[CH:23][CH:22]=[CH:21][CH:20]=1. (2) Given the product [CH2:38]([N:3]([CH2:1][CH3:2])[CH2:4]/[C:5](/[CH3:37])=[CH:6]\[C:7]1[CH:12]=[C:11]([F:13])[CH:10]=[CH:9][C:8]=1[S:14]([NH:17][C:22]1[C:31]([C:32]([OH:34])=[O:33])=[C:30]2[C:25]([CH:26]3[CH2:36][CH:27]3[CH2:28][O:29]2)=[CH:24][CH:23]=1)(=[O:15])=[O:16])[CH3:39], predict the reactants needed to synthesize it. The reactants are: [CH2:1]([N:3]([CH2:38][CH3:39])[CH2:4]/[C:5](/[CH3:37])=[CH:6]\[C:7]1[CH:12]=[C:11]([F:13])[CH:10]=[CH:9][C:8]=1[S:14]([N:17]([C:22]1[C:31]([C:32]([O:34]C)=[O:33])=[C:30]2[C:25]([CH:26]3[CH2:36][CH:27]3[CH2:28][O:29]2)=[CH:24][CH:23]=1)C(OC)=O)(=[O:16])=[O:15])[CH3:2].O.[OH-].[Li+].C(O)=O. (3) Given the product [NH2:1][C:2]1[CH:3]=[C:4]([CH:30]=[CH:31][CH:32]=1)[C:5]([NH:7][C:8]1[CH:29]=[CH:28][C:11]2[N:12]([CH:15]([C:22]3[CH:27]=[CH:26][CH:25]=[CH:24][CH:23]=3)[CH2:16][C:17]([OH:19])=[O:18])[CH:13]=[N:14][C:10]=2[CH:9]=1)=[O:6], predict the reactants needed to synthesize it. The reactants are: [NH2:1][C:2]1[CH:3]=[C:4]([CH:30]=[CH:31][CH:32]=1)[C:5]([NH:7][C:8]1[CH:29]=[CH:28][C:11]2[N:12]([CH:15]([C:22]3[CH:27]=[CH:26][CH:25]=[CH:24][CH:23]=3)[CH2:16][C:17]([O:19]CC)=[O:18])[CH:13]=[N:14][C:10]=2[CH:9]=1)=[O:6]. (4) Given the product [CH3:1][O:2][C:3]1[CH:8]=[C:7]([O:9][CH3:10])[CH:6]=[CH:5][C:4]=1[CH2:11][NH:12][C:13]1[N:18]=[C:17]([N:19]2[C@H:24]([C:25]([F:28])([F:27])[F:26])[CH2:23][CH2:22][C@H:21]([C:29]([NH:31][CH:32]3[CH2:37][CH2:36][CH2:35][CH2:34][CH2:33]3)=[O:30])[CH2:20]2)[CH:16]=[C:15]([C:44]2[CH:45]=[CH:46][C:41]([C:39]#[N:40])=[C:42]([F:50])[CH:43]=2)[N:14]=1, predict the reactants needed to synthesize it. The reactants are: [CH3:1][O:2][C:3]1[CH:8]=[C:7]([O:9][CH3:10])[CH:6]=[CH:5][C:4]=1[CH2:11][NH:12][C:13]1[N:18]=[C:17]([N:19]2[C@H:24]([C:25]([F:28])([F:27])[F:26])[CH2:23][CH2:22][C@H:21]([C:29]([NH:31][CH:32]3[CH2:37][CH2:36][CH2:35][CH2:34][CH2:33]3)=[O:30])[CH2:20]2)[CH:16]=[C:15](Cl)[N:14]=1.[C:39]([C:41]1[CH:46]=[CH:45][C:44](B(O)O)=[CH:43][C:42]=1[F:50])#[N:40].C([O-])(O)=O.[Na+].